Dataset: Reaction yield outcomes from USPTO patents with 853,638 reactions. Task: Predict the reaction yield, written as a fraction of the theoretical maximum amount of product (1.0 means a 100% yield; for example, 0.34 means a 34% yield). (1) The reactants are C[O:2][C:3](=[O:22])[C:4]1[C:5](=[CH:10][C:11]([NH:14][CH2:15][C:16]2[CH:21]=[CH:20][CH:19]=[CH:18][CH:17]=2)=[CH:12][CH:13]=1)[C:6]([O:8]C)=[O:7].[OH-].[Na+]. The catalyst is C(O)C. The product is [CH2:15]([NH:14][C:11]1[CH:10]=[C:5]([C:6]([OH:8])=[O:7])[C:4](=[CH:13][CH:12]=1)[C:3]([OH:22])=[O:2])[C:16]1[CH:21]=[CH:20][CH:19]=[CH:18][CH:17]=1. The yield is 0.740. (2) The reactants are [NH:1]1[CH2:6][CH2:5][CH2:4][CH2:3][CH2:2]1.[Cl:7][CH2:8][O:9][C:10](Cl)=[O:11]. The catalyst is CCCCCC.C(OCC)(=O)C. The product is [Cl:7][CH2:8][O:9][C:10]([N:1]1[CH2:6][CH2:5][CH2:4][CH2:3][CH2:2]1)=[O:11]. The yield is 0.896. (3) The reactants are [CH3:1][O:2][C:3]1[CH:4]=[C:5]2C(=[CH:10][CH:11]=1)NC=[CH:6]2.[OH-].[K+].[I:14]I.[H-].[Na+].IC.[CH3:20][N:21]([CH:23]=O)[CH3:22]. No catalyst specified. The product is [I:14][C:6]1[C:5]2[C:22](=[CH:10][CH:11]=[C:3]([O:2][CH3:1])[CH:4]=2)[N:21]([CH3:20])[CH:23]=1. The yield is 0.970.